From a dataset of Full USPTO retrosynthesis dataset with 1.9M reactions from patents (1976-2016). Predict the reactants needed to synthesize the given product. (1) Given the product [Cl:26][C:13]1[CH:12]=[C:11]([NH:10][C:9]2[C:4]3[CH:3]=[C:2]([C:3]#[C:4][CH2:5][NH:6][C:38]([C:31]4[C:32]5[C:37](=[CH:36][CH:35]=[CH:34][CH:33]=5)[N:28]=[N:29][CH:30]=4)=[O:40])[S:27][C:5]=3[N:6]=[CH:7][N:8]=2)[CH:16]=[CH:15][C:14]=1[O:17][CH2:18][C:19]1[CH:24]=[CH:23][CH:22]=[C:21]([F:25])[CH:20]=1, predict the reactants needed to synthesize it. The reactants are: Br[C:2]1[S:27][C:5]2[N:6]=[CH:7][N:8]=[C:9]([NH:10][C:11]3[CH:16]=[CH:15][C:14]([O:17][CH2:18][C:19]4[CH:24]=[CH:23][CH:22]=[C:21]([F:25])[CH:20]=4)=[C:13]([Cl:26])[CH:12]=3)[C:4]=2[CH:3]=1.[N:28]1[C:37]2[C:32](=[CH:33][CH:34]=[CH:35][CH:36]=2)[C:31]([C:38]([OH:40])=O)=[CH:30][N:29]=1. (2) Given the product [OH2:14].[CH3:19][OH:20].[C:24]([OH:30])([C:26]([F:29])([F:28])[F:27])=[O:25], predict the reactants needed to synthesize it. The reactants are: C(Cl)CCl.C1C=CC2N([OH:14])N=NC=2C=1.FC(F)(F)/C=C/[C:19](O)=[O:20].[C:24]([OH:30])([C:26]([F:29])([F:28])[F:27])=[O:25].CCN(C(C)C)C(C)C.